Dataset: Full USPTO retrosynthesis dataset with 1.9M reactions from patents (1976-2016). Task: Predict the reactants needed to synthesize the given product. Given the product [CH3:3][N:2]([CH2:4][C:5]1[CH:10]=[CH:9][C:8]([C@@H:11]2[NH:12][C:13]3[C:18]4[C:19](=[N:35][NH:36][C:28](=[O:30])[C:17]=4[CH:16]=[C:15]([F:33])[CH:14]=3)[C@@H:20]2[C:21]2[N:25]([CH3:26])[N:24]=[CH:23][N:22]=2)=[CH:7][CH:6]=1)[CH3:1].[CH3:3][N:2]([CH2:4][C:5]1[CH:10]=[CH:9][C:8]([C@H:11]2[NH:12][C:13]3[C:18]4[C:19](=[N:35][NH:36][C:28](=[O:30])[C:17]=4[CH:16]=[C:15]([F:33])[CH:14]=3)[C@H:20]2[C:21]2[N:25]([CH3:26])[N:24]=[CH:23][N:22]=2)=[CH:7][CH:6]=1)[CH3:1], predict the reactants needed to synthesize it. The reactants are: [CH3:1][N:2]([CH2:4][C:5]1[CH:10]=[CH:9][C:8]([CH:11]2[CH:20]([C:21]3[N:25]([CH3:26])[N:24]=[CH:23][N:22]=3)[C:19](=O)[C:18]3[C:17]([C:28]([O:30]CC)=O)=[CH:16][C:15]([F:33])=[CH:14][C:13]=3[NH:12]2)=[CH:7][CH:6]=1)[CH3:3].O.[NH2:35][NH2:36].